From a dataset of Forward reaction prediction with 1.9M reactions from USPTO patents (1976-2016). Predict the product of the given reaction. (1) Given the reactants [Cl:1][C:2]1[CH:3]=[C:4]([C:8]2[C:13]([O:14][CH3:15])=[CH:12][CH:11]=[C:10]([CH2:16][C:17]3[CH:18]=[CH:19][C:20]([N:23]4[CH2:27][CH2:26][CH2:25][C@H:24]4[C:28](O)=[O:29])=[N:21][CH:22]=3)[C:9]=2[F:31])[CH:5]=[CH:6][CH:7]=1.C([N:35](C(C)C)CC)(C)C.C(OC(Cl)=O)C(C)C.[OH-].[NH4+], predict the reaction product. The product is: [Cl:1][C:2]1[CH:3]=[C:4]([C:8]2[C:13]([O:14][CH3:15])=[CH:12][CH:11]=[C:10]([CH2:16][C:17]3[CH:18]=[CH:19][C:20]([N:23]4[CH2:27][CH2:26][CH2:25][C@H:24]4[C:28]([NH2:35])=[O:29])=[N:21][CH:22]=3)[C:9]=2[F:31])[CH:5]=[CH:6][CH:7]=1. (2) Given the reactants [C:1]([O:5][C@@H:6]([C:11]1[C:40]([CH3:41])=[C:39]([CH3:42])[C:38]2=[N:43][C:35]3=[CH:36][N:37]2[C:12]=1[N:13]1[CH2:49][CH2:48][C:16]([CH3:50])([O:17][CH2:18][CH:19]=[CH:20][CH2:21][C@H:22]([CH3:47])[O:23][C:24]2[CH:25]=[C:26]([F:46])[C:27]([F:45])=[CH:28][C:29]=2[C:30]2[CH:44]=[C:34]3[CH:33]=[CH:32][CH:31]=2)[CH2:15][CH2:14]1)[C:7]([O:9][CH3:10])=[O:8])([CH3:4])([CH3:3])[CH3:2].C(O[C@@H](C1C(C)=CC2=NC3=CN2C=1N1CCC(C)(OCCCC[C@H](C)OC2C=C(F)C=CC=2C2C=C3C=CC=2)CC1)C(OC)=O)(C)(C)C, predict the reaction product. The product is: [C:1]([O:5][C@@H:6]([C:11]1[C:40]([CH3:41])=[C:39]([CH3:42])[C:38]2=[N:43][C:35]3=[CH:36][N:37]2[C:12]=1[N:13]1[CH2:14][CH2:15][C:16]([CH3:50])([O:17][CH2:18][CH2:19][CH2:20][CH2:21][C@H:22]([CH3:47])[O:23][C:24]2[CH:25]=[C:26]([F:46])[C:27]([F:45])=[CH:28][C:29]=2[C:30]2[CH:44]=[C:34]3[CH:33]=[CH:32][CH:31]=2)[CH2:48][CH2:49]1)[C:7]([O:9][CH3:10])=[O:8])([CH3:4])([CH3:2])[CH3:3]. (3) Given the reactants [F:1][C:2]([F:22])([F:21])[CH2:3][CH2:4][CH:5]([CH2:12][C:13]1[CH:18]=[CH:17][CH:16]=[C:15]([O:19][CH3:20])[CH:14]=1)[CH2:6][C:7]([O:9]CC)=[O:8].[OH-].[Na+], predict the reaction product. The product is: [F:1][C:2]([F:21])([F:22])[CH2:3][CH2:4][CH:5]([CH2:12][C:13]1[CH:18]=[CH:17][CH:16]=[C:15]([O:19][CH3:20])[CH:14]=1)[CH2:6][C:7]([OH:9])=[O:8]. (4) Given the reactants [Br:1][C:2]1[CH:7]=[CH:6][C:5]([C:8]#[C:9][CH2:10][N:11]2[CH2:16][CH2:15][N:14]([CH3:17])[CH2:13][CH2:12]2)=[C:4]([Cl:18])[C:3]=1[CH3:19].I.[OH-].[Na+], predict the reaction product. The product is: [Br:1][C:2]1[CH:7]=[CH:6][C:5]([CH2:8][CH2:9][CH2:10][N:11]2[CH2:16][CH2:15][N:14]([CH3:17])[CH2:13][CH2:12]2)=[C:4]([Cl:18])[C:3]=1[CH3:19]. (5) Given the reactants [Cl:1][C:2]1[S:6][C:5]([S:7]([NH:10][C:11]([NH:13][C:14]2([CH3:17])[CH2:16][CH2:15]2)=[NH:12])(=[O:9])=[O:8])=[C:4](B(O)O)[CH:3]=1.N1C=CC=CC=1, predict the reaction product. The product is: [Cl:1][C:2]1[S:6][C:5]2[S:7](=[O:9])(=[O:8])[N:10]=[C:11]([NH:13][C:14]3([CH3:17])[CH2:16][CH2:15]3)[NH:12][C:4]=2[CH:3]=1. (6) Given the reactants [OH:1][CH:2]([C:23]1[CH:28]=[CH:27][C:26]([O:29][CH3:30])=[CH:25][CH:24]=1)[CH2:3][CH2:4][N:5]1[CH2:10][CH2:9][CH:8]([C:11]2[CH:12]=[C:13]([NH:17][C:18](=[O:22])[CH:19]([CH3:21])[CH3:20])[CH:14]=[CH:15][CH:16]=2)[CH2:7][CH2:6]1.[CH3:31][O:32][C:33]1[CH:38]=[CH:37][C:36](O)=[CH:35][CH:34]=1, predict the reaction product. The product is: [CH3:31][O:32][C:33]1[CH:38]=[CH:37][C:36]([O:1][CH:2]([C:23]2[CH:24]=[CH:25][C:26]([O:29][CH3:30])=[CH:27][CH:28]=2)[CH2:3][CH2:4][N:5]2[CH2:10][CH2:9][CH:8]([C:11]3[CH:12]=[C:13]([NH:17][C:18](=[O:22])[CH:19]([CH3:21])[CH3:20])[CH:14]=[CH:15][CH:16]=3)[CH2:7][CH2:6]2)=[CH:35][CH:34]=1. (7) Given the reactants [CH3:1][C:2]1[CH:7]=[CH:6][C:5]([C:8]2([OH:21])[CH2:13][CH2:12][N:11](C(OC(C)(C)C)=O)[CH2:10][CH2:9]2)=[CH:4][C:3]=1[C:22]([F:25])([F:24])[F:23].FC(F)(F)C(O)=O, predict the reaction product. The product is: [CH3:1][C:2]1[CH:7]=[CH:6][C:5]([C:8]2([OH:21])[CH2:9][CH2:10][NH:11][CH2:12][CH2:13]2)=[CH:4][C:3]=1[C:22]([F:24])([F:23])[F:25]. (8) Given the reactants [CH3:1][C:2]1[N:3]=[C:4]([NH:11][C:12](=[O:20])OC2C=CC=CC=2)[C:5]([O:9][CH3:10])=[N:6][C:7]=1[CH3:8].[Cl:21][C:22]1[CH:23]=[C:24]([N:29]2[CH2:34][CH2:33][NH:32][CH2:31][CH2:30]2)[CH:25]=[C:26]([Cl:28])[CH:27]=1, predict the reaction product. The product is: [CH3:1][C:2]1[N:3]=[C:4]([NH:11][C:12]([N:32]2[CH2:31][CH2:30][N:29]([C:24]3[CH:23]=[C:22]([Cl:21])[CH:27]=[C:26]([Cl:28])[CH:25]=3)[CH2:34][CH2:33]2)=[O:20])[C:5]([O:9][CH3:10])=[N:6][C:7]=1[CH3:8].